Dataset: Full USPTO retrosynthesis dataset with 1.9M reactions from patents (1976-2016). Task: Predict the reactants needed to synthesize the given product. Given the product [C:48]([O:47][C:45](=[O:46])[NH:52][CH2:53][CH2:56][CH2:1][NH:44][CH:40]([C:31]1[C:30]([CH2:23][C:24]2[CH:25]=[CH:26][CH:27]=[CH:28][CH:29]=2)=[N:39][C:38]2[C:33](=[CH:34][CH:35]=[CH:36][CH:37]=2)[N:32]=1)[CH:41]1[CH2:42][CH2:43]1)([CH3:49])([CH3:50])[CH3:51], predict the reactants needed to synthesize it. The reactants are: [CH2:1](C1C(CNC2CC2)=NC2C(N=1)=CC=CC=2)C1C=CC=CC=1.[CH2:23]([C:30]1[C:31]([CH:40]([NH2:44])[CH:41]2[CH2:43][CH2:42]2)=[N:32][C:33]2[C:38]([N:39]=1)=[CH:37][CH:36]=[CH:35][CH:34]=2)[C:24]1[CH:29]=[CH:28][CH:27]=[CH:26][CH:25]=1.[C:45]([NH:52][CH:53]([CH3:56])C=O)([O:47][C:48]([CH3:51])([CH3:50])[CH3:49])=[O:46].[BH-](OC(C)=O)(OC(C)=O)OC(C)=O.[Na+].